From a dataset of Full USPTO retrosynthesis dataset with 1.9M reactions from patents (1976-2016). Predict the reactants needed to synthesize the given product. The reactants are: [Br:1][C:2]1[CH:18]=[CH:17][CH:16]=[CH:15][C:3]=1[CH2:4][S:5]([N:8]1[CH2:13][CH2:12][CH:11]([NH2:14])[CH2:10][CH2:9]1)(=[O:7])=[O:6].Cl.CCN(CC)CC.[C:27](Cl)(=[O:29])[CH3:28]. Given the product [Br:1][C:2]1[CH:18]=[CH:17][CH:16]=[CH:15][C:3]=1[CH2:4][S:5]([N:8]1[CH2:13][CH2:12][CH:11]([NH:14][C:27](=[O:29])[CH3:28])[CH2:10][CH2:9]1)(=[O:6])=[O:7], predict the reactants needed to synthesize it.